Dataset: Full USPTO retrosynthesis dataset with 1.9M reactions from patents (1976-2016). Task: Predict the reactants needed to synthesize the given product. (1) Given the product [C:1]([O:4][CH2:5][C:6]([NH:32][C:33](=[O:35])[CH3:34])([CH2:27][O:28][C:29](=[O:31])[CH3:30])[CH2:7][CH2:8][C:9]1[CH:14]=[CH:13][C:12]([CH2:15][CH2:16][CH2:17][CH2:18][CH2:19][CH2:20][CH2:21][CH3:22])=[CH:11][CH:10]=1)(=[O:3])[CH3:2], predict the reactants needed to synthesize it. The reactants are: [C:1]([O:4][CH2:5][C:6]([NH:32][C:33](=[O:35])[CH3:34])([CH2:27][O:28][C:29](=[O:31])[CH3:30])[CH2:7][CH:8](OC(=O)C)[C:9]1[CH:14]=[CH:13][C:12]([CH2:15][CH2:16][CH2:17][CH2:18][CH2:19][CH2:20][CH2:21][CH3:22])=[CH:11][CH:10]=1)(=[O:3])[CH3:2].[H][H]. (2) Given the product [C:27]([OH:30])(=[O:35])[CH:28]=[CH2:29].[C:36]([OH:35])(=[O:30])[CH:32]=[CH2:33].[CH2:1]([S:4][CH2:5][CH:6]=[CH2:7])[CH:2]=[CH2:3].[C:8]1([C:14]2[CH:15]=[CH:16][CH:17]=[CH:18][CH:19]=2)[CH:13]=[CH:12][CH:11]=[CH:10][CH:9]=1, predict the reactants needed to synthesize it. The reactants are: [CH2:1]([S:4][CH2:5][CH:6]=[CH2:7])[CH:2]=[CH2:3].[C:8]1([C:14]2[CH:19]=[CH:18][CH:17]=[CH:16][CH:15]=2)[CH:13]=[CH:12][CH:11]=[CH:10][CH:9]=1.C(N(CC)CC)C.[C:27](Cl)(=[O:30])[CH:28]=[CH2:29].[CH2:32]1[CH2:36][O:35]C[CH2:33]1. (3) Given the product [I:16][C:13]1[CH:14]=[CH:15][C:4]2[NH:3][C:2](=[O:1])[N:6]([C:7]([O:9][CH2:10][CH3:11])=[O:8])[C:5]=2[CH:12]=1, predict the reactants needed to synthesize it. The reactants are: [O:1]=[C:2]1[N:6]([C:7]([O:9][CH2:10][CH3:11])=[O:8])[C:5]2[CH:12]=[CH:13][CH:14]=[CH:15][C:4]=2[NH:3]1.[I:16]Cl. (4) Given the product [CH3:38][O:39][C:40](=[O:46])/[C:41](/[C:13]1[CH:14]=[CH:15][C:16]([Cl:18])=[CH:17][C:12]=1[CH2:11][O:10][C:9]1[CH:22]=[CH:23][C:6]([O:5][CH2:4][CH2:3][O:2][CH3:1])=[CH:7][CH:8]=1)=[CH:42]/[O:43][CH3:44], predict the reactants needed to synthesize it. The reactants are: [CH3:1][O:2][CH2:3][CH2:4][O:5][C:6]1[CH:23]=[CH:22][C:9]([O:10][CH2:11][C:12]2[CH:17]=[C:16]([Cl:18])[CH:15]=[CH:14][C:13]=2B(O)O)=[CH:8][CH:7]=1.[O-]P([O-])([O-])=O.[K+].[K+].[K+].O1CCOCC1.[CH3:38][O:39][C:40](=[O:46])/[C:41](/I)=[CH:42]\[O:43][CH3:44]. (5) Given the product [Cl:1][C:2]1[C:7]([C:8]([OH:10])=[O:9])=[C:6]([F:13])[C:5]([CH2:14][NH:15][C:16](=[O:20])[CH:17]([CH3:18])[CH3:19])=[CH:4][CH:3]=1, predict the reactants needed to synthesize it. The reactants are: [Cl:1][C:2]1[C:7]([C:8]([O:10]CC)=[O:9])=[C:6]([F:13])[C:5]([CH2:14][NH:15][C:16](=[O:20])[CH:17]([CH3:19])[CH3:18])=[CH:4][CH:3]=1.[OH-].[Na+]. (6) The reactants are: [Cl:1][C:2]1[CH:3]=[CH:4][C:5]([O:27][CH2:28][CH:29]([CH3:31])[CH3:30])=[C:6]([CH2:8][C:9]2[S:10][CH:11]=[C:12]([C:14]3[NH:18][C:17]4[CH:19]=[CH:20][C:21]([C:23](OC)=[O:24])=[CH:22][C:16]=4[N:15]=3)[N:13]=2)[CH:7]=1.[H-].[H-].[H-].[H-].[Li+].[Al+3]. Given the product [Cl:1][C:2]1[CH:3]=[CH:4][C:5]([O:27][CH2:28][CH:29]([CH3:31])[CH3:30])=[C:6]([CH2:8][C:9]2[S:10][CH:11]=[C:12]([C:14]3[NH:18][C:17]4[CH:19]=[CH:20][C:21]([CH2:23][OH:24])=[CH:22][C:16]=4[N:15]=3)[N:13]=2)[CH:7]=1, predict the reactants needed to synthesize it.